Dataset: Full USPTO retrosynthesis dataset with 1.9M reactions from patents (1976-2016). Task: Predict the reactants needed to synthesize the given product. The reactants are: [Cl:1][C:2]1[CH:7]=[C:6]([NH2:8])[C:5]([I:9])=[CH:4][C:3]=1[C:10]1[CH:15]=[CH:14][C:13]([C:16]2[CH:21]=[CH:20][C:19]([S:22]([CH3:25])(=[O:24])=[O:23])=[CH:18][CH:17]=2)=[CH:12][CH:11]=1.CCN(C(C)C)C(C)C.[F:35][C:36]([F:47])([F:46])[C:37](O[C:37](=[O:38])[C:36]([F:47])([F:46])[F:35])=[O:38]. Given the product [Cl:1][C:2]1[CH:7]=[C:6]([NH:8][C:37](=[O:38])[C:36]([F:47])([F:46])[F:35])[C:5]([I:9])=[CH:4][C:3]=1[C:10]1[CH:15]=[CH:14][C:13]([C:16]2[CH:21]=[CH:20][C:19]([S:22]([CH3:25])(=[O:24])=[O:23])=[CH:18][CH:17]=2)=[CH:12][CH:11]=1, predict the reactants needed to synthesize it.